This data is from Forward reaction prediction with 1.9M reactions from USPTO patents (1976-2016). The task is: Predict the product of the given reaction. Given the reactants [CH2:1]([O:4][C:5]1[CH:10]=[CH:9][C:8]([C@@H:11]([N:13]2[CH2:18][C@@H:17]3[CH2:19][C@H:14]2[CH2:15][N:16]3C(OC(C)(C)C)=O)[CH3:12])=[C:7]([CH3:27])[C:6]=1[CH3:28])[CH:2]=[CH2:3].Cl, predict the reaction product. The product is: [CH2:1]([O:4][C:5]1[CH:10]=[CH:9][C:8]([C@@H:11]([N:13]2[CH2:18][C@@H:17]3[CH2:19][C@H:14]2[CH2:15][NH:16]3)[CH3:12])=[C:7]([CH3:27])[C:6]=1[CH3:28])[CH:2]=[CH2:3].